This data is from NCI-60 drug combinations with 297,098 pairs across 59 cell lines. The task is: Regression. Given two drug SMILES strings and cell line genomic features, predict the synergy score measuring deviation from expected non-interaction effect. (1) Drug 2: CC12CCC3C(C1CCC2O)C(CC4=C3C=CC(=C4)O)CCCCCCCCCS(=O)CCCC(C(F)(F)F)(F)F. Synergy scores: CSS=-19.7, Synergy_ZIP=16.0, Synergy_Bliss=13.2, Synergy_Loewe=-10.9, Synergy_HSA=-11.4. Drug 1: CCN(CC)CCNC(=O)C1=C(NC(=C1C)C=C2C3=C(C=CC(=C3)F)NC2=O)C. Cell line: CCRF-CEM. (2) Drug 1: CC1CCC2CC(C(=CC=CC=CC(CC(C(=O)C(C(C(=CC(C(=O)CC(OC(=O)C3CCCCN3C(=O)C(=O)C1(O2)O)C(C)CC4CCC(C(C4)OC)O)C)C)O)OC)C)C)C)OC. Drug 2: C(CN)CNCCSP(=O)(O)O. Cell line: TK-10. Synergy scores: CSS=21.6, Synergy_ZIP=-5.89, Synergy_Bliss=4.32, Synergy_Loewe=-12.9, Synergy_HSA=1.71. (3) Drug 1: C1=C(C(=O)NC(=O)N1)F. Drug 2: C1CNP(=O)(OC1)N(CCCl)CCCl. Cell line: M14. Synergy scores: CSS=34.8, Synergy_ZIP=-4.64, Synergy_Bliss=-4.92, Synergy_Loewe=-13.7, Synergy_HSA=-5.26. (4) Drug 1: CC(C1=C(C=CC(=C1Cl)F)Cl)OC2=C(N=CC(=C2)C3=CN(N=C3)C4CCNCC4)N. Drug 2: CCC(=C(C1=CC=CC=C1)C2=CC=C(C=C2)OCCN(C)C)C3=CC=CC=C3.C(C(=O)O)C(CC(=O)O)(C(=O)O)O. Cell line: HCT116. Synergy scores: CSS=20.9, Synergy_ZIP=-1.64, Synergy_Bliss=2.31, Synergy_Loewe=-2.70, Synergy_HSA=0.886. (5) Drug 1: C1CC(C1)(C(=O)O)C(=O)O.[NH2-].[NH2-].[Pt+2]. Drug 2: CC1CCC2CC(C(=CC=CC=CC(CC(C(=O)C(C(C(=CC(C(=O)CC(OC(=O)C3CCCCN3C(=O)C(=O)C1(O2)O)C(C)CC4CCC(C(C4)OC)OCCO)C)C)O)OC)C)C)C)OC. Cell line: HCC-2998. Synergy scores: CSS=10.3, Synergy_ZIP=-4.94, Synergy_Bliss=-5.50, Synergy_Loewe=-5.45, Synergy_HSA=-4.70.